Dataset: Peptide-MHC class II binding affinity with 134,281 pairs from IEDB. Task: Regression. Given a peptide amino acid sequence and an MHC pseudo amino acid sequence, predict their binding affinity value. This is MHC class II binding data. (1) The peptide sequence is FKKWCGMLSTKSIDL. The MHC is DRB1_1101 with pseudo-sequence DRB1_1101. The binding affinity (normalized) is 0.437. (2) The peptide sequence is YLTFLPSADEIYDCKV. The MHC is HLA-DPA10201-DPB10501 with pseudo-sequence HLA-DPA10201-DPB10501. The binding affinity (normalized) is 0.235. (3) The peptide sequence is RELQIVDKIDAAFKI. The MHC is DRB1_1302 with pseudo-sequence DRB1_1302. The binding affinity (normalized) is 0.607.